Task: Regression. Given two drug SMILES strings and cell line genomic features, predict the synergy score measuring deviation from expected non-interaction effect.. Dataset: NCI-60 drug combinations with 297,098 pairs across 59 cell lines (1) Drug 1: C1=CC(=CC=C1CCC2=CNC3=C2C(=O)NC(=N3)N)C(=O)NC(CCC(=O)O)C(=O)O. Drug 2: C1CCC(CC1)NC(=O)N(CCCl)N=O. Cell line: COLO 205. Synergy scores: CSS=30.5, Synergy_ZIP=-6.75, Synergy_Bliss=-7.41, Synergy_Loewe=-8.49, Synergy_HSA=-3.32. (2) Drug 1: C1=CC(=C2C(=C1NCCNCCO)C(=O)C3=C(C=CC(=C3C2=O)O)O)NCCNCCO. Drug 2: C1=NNC2=C1C(=O)NC=N2. Cell line: MDA-MB-231. Synergy scores: CSS=31.6, Synergy_ZIP=4.13, Synergy_Bliss=4.81, Synergy_Loewe=-29.7, Synergy_HSA=2.12. (3) Drug 1: CCC1(CC2CC(C3=C(CCN(C2)C1)C4=CC=CC=C4N3)(C5=C(C=C6C(=C5)C78CCN9C7C(C=CC9)(C(C(C8N6C=O)(C(=O)OC)O)OC(=O)C)CC)OC)C(=O)OC)O.OS(=O)(=O)O. Drug 2: C1CCC(C(C1)N)N.C(=O)(C(=O)[O-])[O-].[Pt+4]. Cell line: HT29. Synergy scores: CSS=23.2, Synergy_ZIP=-2.24, Synergy_Bliss=-2.34, Synergy_Loewe=-14.7, Synergy_HSA=-2.59. (4) Drug 1: C1CC(=O)NC(=O)C1N2C(=O)C3=CC=CC=C3C2=O. Drug 2: COCCOC1=C(C=C2C(=C1)C(=NC=N2)NC3=CC=CC(=C3)C#C)OCCOC.Cl. Cell line: LOX IMVI. Synergy scores: CSS=-11.0, Synergy_ZIP=2.42, Synergy_Bliss=-3.48, Synergy_Loewe=-7.30, Synergy_HSA=-12.2. (5) Drug 1: CC1=C2C(C(=O)C3(C(CC4C(C3C(C(C2(C)C)(CC1OC(=O)C(C(C5=CC=CC=C5)NC(=O)OC(C)(C)C)O)O)OC(=O)C6=CC=CC=C6)(CO4)OC(=O)C)OC)C)OC. Drug 2: C(CCl)NC(=O)N(CCCl)N=O. Cell line: NCI-H322M. Synergy scores: CSS=47.6, Synergy_ZIP=16.1, Synergy_Bliss=15.5, Synergy_Loewe=-55.0, Synergy_HSA=11.0. (6) Synergy scores: CSS=2.73, Synergy_ZIP=-2.13, Synergy_Bliss=-0.135, Synergy_Loewe=-3.12, Synergy_HSA=-1.37. Drug 2: C1=CN(C(=O)N=C1N)C2C(C(C(O2)CO)O)O.Cl. Cell line: UACC-257. Drug 1: CC12CCC(CC1=CCC3C2CCC4(C3CC=C4C5=CN=CC=C5)C)O. (7) Drug 1: C1CCC(C1)C(CC#N)N2C=C(C=N2)C3=C4C=CNC4=NC=N3. Drug 2: CCC(=C(C1=CC=CC=C1)C2=CC=C(C=C2)OCCN(C)C)C3=CC=CC=C3.C(C(=O)O)C(CC(=O)O)(C(=O)O)O. Cell line: CCRF-CEM. Synergy scores: CSS=2.59, Synergy_ZIP=0.923, Synergy_Bliss=3.43, Synergy_Loewe=-1.16, Synergy_HSA=-0.417. (8) Drug 1: CC1OCC2C(O1)C(C(C(O2)OC3C4COC(=O)C4C(C5=CC6=C(C=C35)OCO6)C7=CC(=C(C(=C7)OC)O)OC)O)O. Drug 2: C(CCl)NC(=O)N(CCCl)N=O. Cell line: HCT-15. Synergy scores: CSS=45.3, Synergy_ZIP=-2.34, Synergy_Bliss=-3.96, Synergy_Loewe=-21.6, Synergy_HSA=-3.25. (9) Drug 1: C1CCC(CC1)NC(=O)N(CCCl)N=O. Drug 2: CN(C)N=NC1=C(NC=N1)C(=O)N. Cell line: 786-0. Synergy scores: CSS=4.75, Synergy_ZIP=-0.816, Synergy_Bliss=3.33, Synergy_Loewe=-11.3, Synergy_HSA=3.44.